From a dataset of Full USPTO retrosynthesis dataset with 1.9M reactions from patents (1976-2016). Predict the reactants needed to synthesize the given product. (1) Given the product [Cl:16][C:17]1[CH:22]=[C:21]([O:23][C:2]2[C:11]3[C:6](=[CH:7][C:8]([O:14][CH3:15])=[C:9]([O:12][CH3:13])[CH:10]=3)[N:5]=[CH:4][CH:3]=2)[CH:20]=[N:19][CH:18]=1, predict the reactants needed to synthesize it. The reactants are: Cl[C:2]1[C:11]2[C:6](=[CH:7][C:8]([O:14][CH3:15])=[C:9]([O:12][CH3:13])[CH:10]=2)[N:5]=[CH:4][CH:3]=1.[Cl:16][C:17]1[CH:18]=[N:19][CH:20]=[C:21]([OH:23])[CH:22]=1.O. (2) Given the product [O:23]([CH2:30][C:31]1[CH:32]=[CH:33][C:34]([CH:35]=[O:36])=[CH:37][CH:38]=1)[C:24]1[CH:25]=[CH:26][CH:27]=[CH:28][CH:29]=1, predict the reactants needed to synthesize it. The reactants are: CC(OI1(OC(C)=O)(OC(C)=O)OC(=O)C2C=CC=CC1=2)=O.[O:23]([CH2:30][C:31]1[CH:38]=[CH:37][C:34]([CH2:35][OH:36])=[CH:33][CH:32]=1)[C:24]1[CH:29]=[CH:28][CH:27]=[CH:26][CH:25]=1.[OH-].[Na+].O. (3) Given the product [CH2:1]([N:8]1[CH2:9][CH2:10][O:11][CH:12]([C:14]2[CH:19]=[CH:18][C:17]([S:33]([C:28]3[C:27]([CH3:26])=[CH:32][CH:31]=[CH:30][CH:29]=3)(=[O:35])=[O:34])=[CH:16][CH:15]=2)[CH2:13]1)[C:2]1[CH:7]=[CH:6][CH:5]=[CH:4][CH:3]=1, predict the reactants needed to synthesize it. The reactants are: [CH2:1]([N:8]1[CH2:13][CH:12]([C:14]2[CH:19]=[CH:18][C:17](Br)=[CH:16][CH:15]=2)[O:11][CH2:10][CH2:9]1)[C:2]1[CH:7]=[CH:6][CH:5]=[CH:4][CH:3]=1.[Li]CCCC.[CH3:26][C:27]1[CH:32]=[CH:31][CH:30]=[CH:29][C:28]=1[S:33](F)(=[O:35])=[O:34].C([O-])(O)=O.[Na+]. (4) Given the product [Cl:35][C:21]1[C:22]([NH:24][C@@H:25]2[C@@H:30]3[CH2:31][C@@H:27]([CH:28]=[CH:29]3)[C@@H:26]2[C:32]([NH2:34])=[O:33])=[N:23][C:18]([NH:14][C:11]2[CH:12]=[CH:13][C:8]3[CH2:7][N:6]([CH2:15][CH3:16])[CH2:5][CH2:4][N:3]([CH2:1][CH3:2])[C:9]=3[CH:10]=2)=[N:19][CH:20]=1, predict the reactants needed to synthesize it. The reactants are: [CH2:1]([N:3]1[C:9]2[CH:10]=[C:11]([NH2:14])[CH:12]=[CH:13][C:8]=2[CH2:7][N:6]([CH2:15][CH3:16])[CH2:5][CH2:4]1)[CH3:2].Cl[C:18]1[N:23]=[C:22]([NH:24][C@@H:25]2[C@@H:30]3[CH2:31][C@@H:27]([CH:28]=[CH:29]3)[C@@H:26]2[C:32]([NH2:34])=[O:33])[C:21]([Cl:35])=[CH:20][N:19]=1. (5) Given the product [Cl:20][C:2]1[C:11]2[C:6](=[CH:7][CH:8]=[CH:9][CH:10]=2)[C:5]2[S:12][C:13]3[CH:18]=[C:17]([F:19])[CH:16]=[CH:15][C:14]=3[C:4]=2[N:3]=1, predict the reactants needed to synthesize it. The reactants are: O[C:2]1[C:11]2[C:6](=[CH:7][CH:8]=[CH:9][CH:10]=2)[C:5]2[S:12][C:13]3[CH:18]=[C:17]([F:19])[CH:16]=[CH:15][C:14]=3[C:4]=2[N:3]=1.[Cl:20]C1C=C2C(C3OC4C=CC=CC=4C=3N=C2O)=CC=1. (6) Given the product [OH:12][C:3]1[CH:4]=[CH:5][C:6](/[CH:7]=[CH:8]/[C:9]([NH:19][NH2:20])=[O:10])=[CH:1][CH:2]=1, predict the reactants needed to synthesize it. The reactants are: [CH:1]1[C:6](/[CH:7]=[CH:8]/[C:9](O)=[O:10])=[CH:5][CH:4]=[C:3]([OH:12])[CH:2]=1.C1C=CC2N(O)[N:20]=[N:19]C=2C=1.CCN=C=NCCCN(C)C.Cl.NN.C1CCCCC=1. (7) Given the product [CH3:17][C:13]1[CH:12]=[C:11]([C:9]2[CH:8]=[CH:7][NH:6][C:5](=[O:18])[N:10]=2)[CH:16]=[CH:15][N:14]=1, predict the reactants needed to synthesize it. The reactants are: CS([C:5]1[N:10]=[C:9]([C:11]2[CH:16]=[CH:15][N:14]=[C:13]([CH3:17])[CH:12]=2)[CH:8]=[CH:7][N:6]=1)(=O)=O.[O:18]1CCOCC1. (8) Given the product [CH2:1]([C:3]1[CH:4]=[C:5]([C:11]2[CH:16]=[CH:15][C:14]([C:17](=[O:19])[CH3:18])=[CH:13][CH:12]=2)[CH:6]=[CH:7][C:8]=1[OH:9])[CH3:2], predict the reactants needed to synthesize it. The reactants are: [CH2:1]([C:3]1[CH:4]=[C:5]([C:11]2[CH:16]=[CH:15][C:14]([C:17](=[O:19])[CH3:18])=[CH:13][CH:12]=2)[CH:6]=[CH:7][C:8]=1[O:9]C)[CH3:2].C(=O)=O.CC(C)=O.B(Br)(Br)Br.O.